From a dataset of Forward reaction prediction with 1.9M reactions from USPTO patents (1976-2016). Predict the product of the given reaction. (1) The product is: [PH:1](=[O:18])([O:10][CH2:11][C:12]1[CH:17]=[CH:16][CH:15]=[CH:14][CH:13]=1)[O:2][CH2:3][C:4]1[CH:9]=[CH:8][CH:7]=[CH:6][CH:5]=1.[OH:32][S:29]([C:28]([F:41])([F:40])[F:27])(=[O:31])=[O:30]. Given the reactants [P:1]([O-:18])([O:10][CH2:11][C:12]1[CH:17]=[CH:16][CH:15]=[CH:14][CH:13]=1)[O:2][CH2:3][C:4]1[CH:9]=[CH:8][CH:7]=[CH:6][CH:5]=1.C=O.N1C=CC=CC=1.[F:27][C:28]([F:41])([F:40])[S:29]([O:32]S(C(F)(F)F)(=O)=O)(=[O:31])=[O:30], predict the reaction product. (2) Given the reactants [CH3:1][S:2][C:3]1[CH:4]=[C:5]([C:10]2[CH:15]=[CH:14][CH:13]=[CH:12][N:11]=2)[N+:6]([O-])=[CH:7][CH:8]=1.P([C:24]#[N:25])(=O)(OCC)OCC.C(N(CC)CC)C, predict the reaction product. The product is: [CH3:1][S:2][C:3]1[CH:8]=[C:7]([C:24]#[N:25])[N:6]=[C:5]([C:10]2[CH:15]=[CH:14][CH:13]=[CH:12][N:11]=2)[CH:4]=1. (3) Given the reactants [NH2:1][C:2]1[C:10]2[C:5](=[CH:6][CH:7]=[C:8]([C:11]3[O:15][C:14]([C:16]([O:18][C:19]([CH3:22])([CH3:21])[CH3:20])=[O:17])=[CH:13][CH:12]=3)[CH:9]=2)[NH:4][N:3]=1.[Cl:23][C:24]1[S:28][C:27]([C:29](Cl)=[O:30])=[CH:26][CH:25]=1, predict the reaction product. The product is: [Cl:23][C:24]1[S:28][C:27]([C:29]([NH:1][C:2]2[C:10]3[C:5](=[CH:6][CH:7]=[C:8]([C:11]4[O:15][C:14]([C:16]([O:18][C:19]([CH3:22])([CH3:21])[CH3:20])=[O:17])=[CH:13][CH:12]=4)[CH:9]=3)[NH:4][N:3]=2)=[O:30])=[CH:26][CH:25]=1. (4) Given the reactants [Br:1][C:2]1[N:3]([CH2:52][O:53][CH2:54][CH2:55][Si:56]([CH3:59])([CH3:58])[CH3:57])[C:4]2[C@@H:5]([N:27]([CH2:39][CH2:40][C:41]([C:43]3[C:48]([F:49])=[CH:47][CH:46]=[C:45]([Cl:50])[C:44]=3[F:51])=O)[C:28](=[O:38])[CH2:29]P(OCC)(OCC)=O)[CH2:6][CH2:7][CH2:8][C@@H:9]([CH3:26])[C:10](=[O:25])[NH:11][C:12]3[C:17]([C:18]=1[N:19]=2)=[CH:16][CH:15]=[C:14]([NH:20][C:21](=[O:24])[O:22][CH3:23])[CH:13]=3.C[O-].[Na+], predict the reaction product. The product is: [Br:1][C:2]1[N:3]([CH2:52][O:53][CH2:54][CH2:55][Si:56]([CH3:58])([CH3:57])[CH3:59])[C:4]2[C@@H:5]([N:27]3[C:28](=[O:38])[CH:29]=[C:41]([C:43]4[C:48]([F:49])=[CH:47][CH:46]=[C:45]([Cl:50])[C:44]=4[F:51])[CH2:40][CH2:39]3)[CH2:6][CH2:7][CH2:8][C@@H:9]([CH3:26])[C:10](=[O:25])[NH:11][C:12]3[C:17]([C:18]=1[N:19]=2)=[CH:16][CH:15]=[C:14]([NH:20][C:21](=[O:24])[O:22][CH3:23])[CH:13]=3.